From a dataset of Full USPTO retrosynthesis dataset with 1.9M reactions from patents (1976-2016). Predict the reactants needed to synthesize the given product. (1) Given the product [Br:8][C:5]1[CH:6]=[CH:7][C:2]([C:10]2[NH:9][CH:13]=[CH:12][N:11]=2)=[N:3][CH:4]=1, predict the reactants needed to synthesize it. The reactants are: Br[C:2]1[CH:7]=[CH:6][C:5]([Br:8])=[CH:4][N:3]=1.[NH:9]1[CH:13]=[CH:12][N:11]=[CH:10]1.C(=O)([O-])[O-].[K+].[K+]. (2) Given the product [F:8][C:9]1[CH:19]=[CH:18][C:12]([C:13](=[O:14])[CH2:1][C:2]2[CH:7]=[CH:6][N:5]=[CH:4][N:3]=2)=[CH:11][CH:10]=1, predict the reactants needed to synthesize it. The reactants are: [CH3:1][C:2]1[CH:7]=[CH:6][N:5]=[CH:4][N:3]=1.[F:8][C:9]1[CH:19]=[CH:18][C:12]([C:13](OCC)=[O:14])=[CH:11][CH:10]=1.C[Si]([N-][Si](C)(C)C)(C)C.[Li+]. (3) Given the product [CH2:19]([O:18][C:16](=[O:17])[CH2:15][C:7]1[C:6]2[C:10](=[CH:11][C:3]([O:2][CH3:1])=[CH:4][CH:5]=2)[CH:9]([OH:12])[C:8]=1[CH3:13])[CH3:20], predict the reactants needed to synthesize it. The reactants are: [CH3:1][O:2][C:3]1[CH:11]=[C:10]2[C:6]([CH2:7][CH:8]([CH3:13])[C:9]2=[O:12])=[CH:5][CH:4]=1.Br[CH2:15][C:16]([O:18][CH2:19][CH3:20])=[O:17].C1C=CC=CC=1.II. (4) Given the product [C:1]([O:5][C:6]([N:8]1[CH2:13][CH2:12][CH:11]([N:14]2[C:18]3[CH:19]=[C:20]([F:23])[CH:21]=[CH:22][C:17]=3[N:16]([CH2:30][C:29]3[CH:32]=[CH:33][CH:34]=[CH:35][C:28]=3[Cl:27])[C:15]2=[NH:24])[CH2:10][CH2:9]1)=[O:7])([CH3:4])([CH3:2])[CH3:3], predict the reactants needed to synthesize it. The reactants are: [C:1]([O:5][C:6]([N:8]1[CH2:13][CH2:12][CH:11]([N:14]2[C:18]3[CH:19]=[C:20]([F:23])[CH:21]=[CH:22][C:17]=3[N:16]=[C:15]2[NH2:24])[CH2:10][CH2:9]1)=[O:7])([CH3:4])([CH3:3])[CH3:2].[I-].[K+].[Cl:27][C:28]1[CH:35]=[CH:34][CH:33]=[CH:32][C:29]=1[CH2:30]Br. (5) Given the product [Cl:1][C:2]1[CH:3]=[CH:4][C:5]([O:19][CH2:21][CH:22]([CH3:25])[CH3:23])=[C:6]([NH:8][C:9]2[S:10][CH:11]=[C:12]([C:14]([O:16][CH2:17][CH3:18])=[O:15])[N:13]=2)[CH:7]=1, predict the reactants needed to synthesize it. The reactants are: [Cl:1][C:2]1[CH:3]=[CH:4][C:5]([OH:19])=[C:6]([NH:8][C:9]2[S:10][CH:11]=[C:12]([C:14]([O:16][CH2:17][CH3:18])=[O:15])[N:13]=2)[CH:7]=1.Br[CH2:21][CH:22]([CH3:25])[CH2:23]C.C(=O)([O-])[O-].[K+].[K+].C(OCC)C.